From a dataset of Full USPTO retrosynthesis dataset with 1.9M reactions from patents (1976-2016). Predict the reactants needed to synthesize the given product. (1) Given the product [F:1][C:2]1[CH:7]=[C:6]([I:8])[CH:5]=[CH:4][C:3]=1[NH:9][C:10]1[C:18]([C:19]([NH:32][O:31][CH2:30][CH2:29][OH:28])=[O:20])=[C:17]2[N:13]([CH2:14][CH2:15][CH2:16]2)[C:12](=[O:22])[C:11]=1[CH3:23], predict the reactants needed to synthesize it. The reactants are: [F:1][C:2]1[CH:7]=[C:6]([I:8])[CH:5]=[CH:4][C:3]=1[NH:9][C:10]1[C:18]([C:19](O)=[O:20])=[C:17]2[N:13]([CH2:14][CH2:15][CH2:16]2)[C:12](=[O:22])[C:11]=1[CH3:23].C([O:28][CH2:29][CH2:30][O:31][NH2:32])(C)(C)C.CN(C(ON1N=NC2C=CC=NC1=2)=[N+](C)C)C.F[P-](F)(F)(F)(F)F.CN1CCOCC1. (2) Given the product [C:4]([O:3][C:1]([N:8]1[CH2:9][CH2:10][N:11]([S:27]([C:25]2[N:24]=[CH:23][N:22]([CH3:21])[CH:26]=2)(=[O:29])=[O:28])[CH2:12][CH2:13]1)=[O:2])([CH3:7])([CH3:6])[CH3:5], predict the reactants needed to synthesize it. The reactants are: [C:1]([N:8]1[CH2:13][CH2:12][NH:11][CH2:10][CH2:9]1)([O:3][C:4]([CH3:7])([CH3:6])[CH3:5])=[O:2].C(N(CC)CC)C.[CH3:21][N:22]1[CH:26]=[C:25]([S:27](Cl)(=[O:29])=[O:28])[N:24]=[CH:23]1.